Dataset: Full USPTO retrosynthesis dataset with 1.9M reactions from patents (1976-2016). Task: Predict the reactants needed to synthesize the given product. (1) The reactants are: [F:1][C:2]([F:11])([F:10])[C:3]1[CH:8]=[CH:7][CH:6]=[CH:5][C:4]=1[SH:9].[Br:12][CH2:13][CH2:14]Br.C(=O)([O-])[O-].[K+].[K+].CCOC(C)=O. Given the product [Br:12][CH2:13][CH2:14][S:9][C:4]1[CH:5]=[CH:6][CH:7]=[CH:8][C:3]=1[C:2]([F:1])([F:10])[F:11], predict the reactants needed to synthesize it. (2) Given the product [F:1][C:2]1[CH:3]=[C:4]([C:8]2[C:16]3[C:11](=[CH:12][C:13]([NH2:17])=[CH:14][CH:15]=3)[NH:10][N:9]=2)[CH:5]=[CH:6][CH:7]=1, predict the reactants needed to synthesize it. The reactants are: [F:1][C:2]1[CH:3]=[C:4]([C:8]2[C:16]3[C:11](=[CH:12][C:13]([N+:17]([O-])=O)=[CH:14][CH:15]=3)[NH:10][N:9]=2)[CH:5]=[CH:6][CH:7]=1.